Task: Predict the reaction yield, written as a fraction of the theoretical maximum amount of product (1.0 means a 100% yield; for example, 0.34 means a 34% yield).. Dataset: Reaction yield outcomes from USPTO patents with 853,638 reactions (1) The product is [Cl:22][C:23]1[CH:24]=[C:25]2[C:29](=[CH:30][CH:31]=1)[N:28]([C:32]1[N:36]([CH3:37])[N:35]=[C:34]([CH3:38])[C:33]=1[CH2:39][CH2:40][CH:41]=[O:42])[CH:27]=[CH:26]2. The catalyst is ClCCl. The yield is 0.560. The reactants are [Cr](O[Cr]([O-])(=O)=O)([O-])(=O)=O.[NH+]1C=CC=CC=1.[NH+]1C=CC=CC=1.[Cl:22][C:23]1[CH:24]=[C:25]2[C:29](=[CH:30][CH:31]=1)[N:28]([C:32]1[N:36]([CH3:37])[N:35]=[C:34]([CH3:38])[C:33]=1[CH2:39][CH2:40][CH2:41][OH:42])[CH:27]=[CH:26]2. (2) The reactants are [C:1]([O:5][C:6]#[C:7][CH2:8][CH3:9])#[C:2][CH2:3][CH3:4].[Cl:10][S:11]([OH:14])(=O)=[O:12].[C:15](Cl)(=O)[C:16](Cl)=O.CN(C=O)C. The catalyst is ClCCl.CCCCCC. The product is [CH2:1]([O:5][C:6]1[CH:16]=[CH:15][C:9]([S:11]([Cl:10])(=[O:14])=[O:12])=[CH:8][CH:7]=1)[C:2]#[C:3][CH3:4]. The yield is 0.530.